From a dataset of NCI-60 drug combinations with 297,098 pairs across 59 cell lines. Regression. Given two drug SMILES strings and cell line genomic features, predict the synergy score measuring deviation from expected non-interaction effect. (1) Drug 1: C1CC(=O)NC(=O)C1N2CC3=C(C2=O)C=CC=C3N. Drug 2: C1=CN(C=N1)CC(O)(P(=O)(O)O)P(=O)(O)O. Cell line: DU-145. Synergy scores: CSS=3.56, Synergy_ZIP=-2.06, Synergy_Bliss=-1.33, Synergy_Loewe=-0.625, Synergy_HSA=-0.415. (2) Drug 1: CCCCCOC(=O)NC1=NC(=O)N(C=C1F)C2C(C(C(O2)C)O)O. Drug 2: C1=NC2=C(N=C(N=C2N1C3C(C(C(O3)CO)O)F)Cl)N. Cell line: ACHN. Synergy scores: CSS=7.90, Synergy_ZIP=-0.480, Synergy_Bliss=-3.70, Synergy_Loewe=-29.0, Synergy_HSA=-5.67. (3) Drug 1: CC12CCC3C(C1CCC2=O)CC(=C)C4=CC(=O)C=CC34C. Drug 2: C1=C(C(=O)NC(=O)N1)N(CCCl)CCCl. Cell line: NCI-H522. Synergy scores: CSS=40.2, Synergy_ZIP=4.07, Synergy_Bliss=3.15, Synergy_Loewe=2.77, Synergy_HSA=5.49. (4) Drug 1: CC(C1=C(C=CC(=C1Cl)F)Cl)OC2=C(N=CC(=C2)C3=CN(N=C3)C4CCNCC4)N. Drug 2: CC1=C(C=C(C=C1)C(=O)NC2=CC(=CC(=C2)C(F)(F)F)N3C=C(N=C3)C)NC4=NC=CC(=N4)C5=CN=CC=C5. Cell line: SR. Synergy scores: CSS=60.7, Synergy_ZIP=3.98, Synergy_Bliss=4.15, Synergy_Loewe=-20.5, Synergy_HSA=3.05. (5) Drug 1: C1=CC(=CC=C1CCC2=CNC3=C2C(=O)NC(=N3)N)C(=O)NC(CCC(=O)O)C(=O)O. Drug 2: C1=CC(=CC=C1CC(C(=O)O)N)N(CCCl)CCCl.Cl. Cell line: SF-268. Synergy scores: CSS=26.7, Synergy_ZIP=-1.48, Synergy_Bliss=3.17, Synergy_Loewe=-11.5, Synergy_HSA=2.30. (6) Drug 1: COC1=CC(=CC(=C1O)OC)C2C3C(COC3=O)C(C4=CC5=C(C=C24)OCO5)OC6C(C(C7C(O6)COC(O7)C8=CC=CS8)O)O. Drug 2: C1CCC(C(C1)N)N.C(=O)(C(=O)[O-])[O-].[Pt+4]. Cell line: HT29. Synergy scores: CSS=50.7, Synergy_ZIP=0.793, Synergy_Bliss=4.36, Synergy_Loewe=1.67, Synergy_HSA=8.41. (7) Drug 1: CC1=C(C=C(C=C1)NC2=NC=CC(=N2)N(C)C3=CC4=NN(C(=C4C=C3)C)C)S(=O)(=O)N.Cl. Drug 2: C1=C(C(=O)NC(=O)N1)N(CCCl)CCCl. Cell line: COLO 205. Synergy scores: CSS=37.9, Synergy_ZIP=6.00, Synergy_Bliss=2.50, Synergy_Loewe=-9.55, Synergy_HSA=-3.20. (8) Drug 1: C1=C(C(=O)NC(=O)N1)N(CCCl)CCCl. Cell line: HOP-92. Drug 2: C1C(C(OC1N2C=NC(=NC2=O)N)CO)O. Synergy scores: CSS=54.5, Synergy_ZIP=11.5, Synergy_Bliss=12.0, Synergy_Loewe=14.6, Synergy_HSA=14.9. (9) Drug 1: CCC1(CC2CC(C3=C(CCN(C2)C1)C4=CC=CC=C4N3)(C5=C(C=C6C(=C5)C78CCN9C7C(C=CC9)(C(C(C8N6C)(C(=O)OC)O)OC(=O)C)CC)OC)C(=O)OC)O.OS(=O)(=O)O. Drug 2: C1CCC(C(C1)N)N.C(=O)(C(=O)[O-])[O-].[Pt+4]. Cell line: M14. Synergy scores: CSS=15.0, Synergy_ZIP=-6.79, Synergy_Bliss=-4.79, Synergy_Loewe=-7.85, Synergy_HSA=-3.73.